From a dataset of Reaction yield outcomes from USPTO patents with 853,638 reactions. Predict the reaction yield, written as a fraction of the theoretical maximum amount of product (1.0 means a 100% yield; for example, 0.34 means a 34% yield). (1) The reactants are [CH2:1]([O:8][C:9]1[C:10]([N+:17]([O-])=O)=[C:11]([CH:14]=[CH:15][CH:16]=1)[C:12]#[N:13])[C:2]1[CH:7]=[CH:6][CH:5]=[CH:4][CH:3]=1.C(O)(=O)C. The catalyst is [Fe].C(O)C. The product is [NH2:17][C:10]1[C:9]([O:8][CH2:1][C:2]2[CH:7]=[CH:6][CH:5]=[CH:4][CH:3]=2)=[CH:16][CH:15]=[CH:14][C:11]=1[C:12]#[N:13]. The yield is 0.690. (2) The reactants are [C:1]([O:5][C:6]([N:8]1[CH2:14][CH2:13][C:12]2[C:15]([S:20][CH2:21][CH2:22][CH2:23][N:24]3C(=O)C4C(=CC=CC=4)C3=O)=[C:16]([Cl:19])[CH:17]=[CH:18][C:11]=2[CH2:10][CH2:9]1)=[O:7])([CH3:4])([CH3:3])[CH3:2].NN. The catalyst is C(O)C. The product is [NH2:24][CH2:23][CH2:22][CH2:21][S:20][C:15]1[C:12]2[CH2:13][CH2:14][N:8]([C:6]([O:5][C:1]([CH3:3])([CH3:2])[CH3:4])=[O:7])[CH2:9][CH2:10][C:11]=2[CH:18]=[CH:17][C:16]=1[Cl:19]. The yield is 0.970. (3) The reactants are N([O-])=O.[Na+].[N+:5]([C:8]1[CH:14]=[C:13]([O:15][C:16]([F:19])([F:18])[F:17])[CH:12]=[CH:11][C:9]=1N)([O-:7])=[O:6].Cl.[I-:21].[K+]. The catalyst is O.C(O)(=O)C. The product is [I:21][C:9]1[CH:11]=[CH:12][C:13]([O:15][C:16]([F:19])([F:18])[F:17])=[CH:14][C:8]=1[N+:5]([O-:7])=[O:6]. The yield is 0.650. (4) The reactants are [Br:1][C:2]1[CH:3]=[C:4]([NH:9]C(=O)C)[CH:5]=[C:6]([F:8])[CH:7]=1.Cl.[OH-].[Na+]. The catalyst is C(O)C. The product is [Br:1][C:2]1[CH:3]=[C:4]([CH:5]=[C:6]([F:8])[CH:7]=1)[NH2:9]. The yield is 0.750. (5) The reactants are [Br:1][C:2]1[CH:11]=[CH:10][C:9]([N+:12]([O-])=O)=[C:8]2[C:3]=1[CH:4]=[CH:5][N:6]=[CH:7]2.[Cl-].[NH4+]. The catalyst is CO.[Fe]. The product is [Br:1][C:2]1[CH:11]=[CH:10][C:9]([NH2:12])=[C:8]2[C:3]=1[CH:4]=[CH:5][N:6]=[CH:7]2. The yield is 0.680.